This data is from Catalyst prediction with 721,799 reactions and 888 catalyst types from USPTO. The task is: Predict which catalyst facilitates the given reaction. (1) Product: [F:11][C:12]1[C:17]([C:2]2[C:3]3[NH:10][CH:9]=[CH:8][C:4]=3[N:5]=[CH:6][N:7]=2)=[CH:16][CH:15]=[CH:14][N:13]=1. Reactant: Cl[C:2]1[C:3]2[NH:10][CH:9]=[CH:8][C:4]=2[N:5]=[CH:6][N:7]=1.[F:11][C:12]1[C:17](B(O)O)=[CH:16][CH:15]=[CH:14][N:13]=1.C([O-])(=O)C.[K+]. The catalyst class is: 729. (2) Reactant: [OH:1][C@@:2]1([C:15]#[C:16][Si](C)(C)C)[CH2:10][CH2:9][CH2:8][C@@H:7]2[C@H:3]1[CH2:4][CH2:5][N:6]2[C:11]([O:13][CH3:14])=[O:12].C([O-])([O-])=O.[K+].[K+]. Product: [C:15]([C@:2]1([OH:1])[CH2:10][CH2:9][CH2:8][C@@H:7]2[C@H:3]1[CH2:4][CH2:5][N:6]2[C:11]([O:13][CH3:14])=[O:12])#[CH:16]. The catalyst class is: 5. (3) Reactant: [Br:1][C:2]1[CH:7]=[CH:6][C:5]([NH:8]N)=[C:4]([I:10])[CH:3]=1.O.[ClH:12].[NH:13]1[CH2:18][CH2:17][C:16](=O)[CH2:15][CH2:14]1. Product: [ClH:12].[Br:1][C:2]1[CH:3]=[C:4]([I:10])[C:5]2[NH:8][C:16]3[CH2:17][CH2:18][NH:13][CH2:14][C:15]=3[C:6]=2[CH:7]=1. The catalyst class is: 41.